Dataset: Forward reaction prediction with 1.9M reactions from USPTO patents (1976-2016). Task: Predict the product of the given reaction. (1) The product is: [CH:1]1([C:7]2[C:16]3[CH:15]=[N:14][CH:13]=[CH:12][C:11]=3[C:10]([S:17]([N:14]3[CH2:15][CH2:24][NH:22][CH2:23][CH:13]3[CH3:12])(=[O:18])=[O:20])=[CH:9][CH:8]=2)[CH2:6][CH2:5][CH2:4][CH2:3][CH2:2]1. Given the reactants [CH:1]1([C:7]2[C:16]3[CH:15]=[N:14][CH:13]=[CH:12][C:11]=3[C:10]([S:17]([OH:20])(=O)=[O:18])=[CH:9][CH:8]=2)[CH2:6][CH2:5][CH2:4][CH2:3][CH2:2]1.C[N:22]([CH:24]=O)[CH3:23], predict the reaction product. (2) Given the reactants Cl[C:2]([O:4][CH3:5])=[O:3].[NH2:6][CH:7]([CH2:11][CH2:12][S:13]([CH3:16])(=[O:15])=[O:14])[C:8]([OH:10])=[O:9].[OH-].[Na+].O, predict the reaction product. The product is: [CH3:16][S:13]([CH2:12][CH2:11][CH:7]([NH:6][C:2]([O:4][CH3:5])=[O:3])[C:8]([OH:10])=[O:9])(=[O:14])=[O:15]. (3) Given the reactants [OH:1][CH:2]([CH:6]([NH:14][C:15](=[O:33])[C:16]1[CH:21]=[CH:20][CH:19]=[N:18][C:17]=1[N:22]1[CH:26]=[CH:25][C:24]([C:27]2[CH:32]=[CH:31][CH:30]=[CH:29][CH:28]=2)=[N:23]1)[CH2:7][C:8]1[CH:13]=[CH:12][CH:11]=[CH:10][CH:9]=1)[C:3]([OH:5])=O.[CH:34]1([NH2:37])[CH2:36][CH2:35]1, predict the reaction product. The product is: [CH:34]1([NH:37][C:3](=[O:5])[CH:2]([OH:1])[CH:6]([NH:14][C:15](=[O:33])[C:16]2[CH:21]=[CH:20][CH:19]=[N:18][C:17]=2[N:22]2[CH:26]=[CH:25][C:24]([C:27]3[CH:32]=[CH:31][CH:30]=[CH:29][CH:28]=3)=[N:23]2)[CH2:7][C:8]2[CH:13]=[CH:12][CH:11]=[CH:10][CH:9]=2)[CH2:36][CH2:35]1. (4) Given the reactants C(O[C:4](=[O:31])[CH:5]([N:7]1[CH:11]=[C:10]([C:12]2[C:24]3[C:23]4[C:18](=[CH:19][CH:20]=[CH:21][CH:22]=4)[C:17]([OH:29])([C:25]([F:28])([F:27])[F:26])[C:16]=3[CH:15]=[C:14]([F:30])[CH:13]=2)[CH:9]=[N:8]1)[CH3:6])C.[CH2:32]=[O:33].[F-].C([N+](CCCC)(CCCC)CCCC)CCC, predict the reaction product. The product is: [F:30][C:14]1[CH:13]=[C:12]([C:10]2[CH:9]=[N:8][N:7]([C:5]([CH3:6])([CH2:4][OH:31])[CH2:32][OH:33])[CH:11]=2)[C:24]2[C:23]3[C:18](=[CH:19][CH:20]=[CH:21][CH:22]=3)[C:17]([OH:29])([C:25]([F:27])([F:28])[F:26])[C:16]=2[CH:15]=1. (5) The product is: [NH:15]([CH2:22][C:23]([NH:14][NH:13][C:11]([C:6]1[NH:7][C:8]2[C:4]([CH:5]=1)=[CH:3][C:2]([Cl:1])=[CH:10][CH:9]=2)=[O:12])=[O:24])[C:16]1[CH:21]=[CH:20][CH:19]=[CH:18][CH:17]=1. Given the reactants [Cl:1][C:2]1[CH:3]=[C:4]2[C:8](=[CH:9][CH:10]=1)[NH:7][C:6]([C:11]([NH:13][NH2:14])=[O:12])=[CH:5]2.[NH:15]([CH2:22][C:23](O)=[O:24])[C:16]1[CH:21]=[CH:20][CH:19]=[CH:18][CH:17]=1.ON1C2C=CC=CC=2N=N1.C(Cl)CCl, predict the reaction product.